Dataset: Reaction yield outcomes from USPTO patents with 853,638 reactions. Task: Predict the reaction yield, written as a fraction of the theoretical maximum amount of product (1.0 means a 100% yield; for example, 0.34 means a 34% yield). (1) The reactants are [CH2:1]([C:5]1[C:9]([CH2:10][O:11][C:12]2[CH:20]=[CH:19][C:15]([C:16]([OH:18])=O)=[CH:14][N:13]=2)=[C:8]([CH3:21])[O:7][N:6]=1)[CH2:2][CH2:3][CH3:4].[CH3:22][CH:23]([NH2:28])[C:24]([F:27])([F:26])[F:25].F[B-](F)(F)F.N1(OC(N(C)C)=[N+](C)C)C2C=CC=CC=2N=N1.C(N(CC)C(C)C)(C)C. The catalyst is CN(C=O)C. The product is [CH2:1]([C:5]1[C:9]([CH2:10][O:11][C:12]2[CH:20]=[CH:19][C:15]([C:16]([NH:28][C@@H:23]([CH3:22])[C:24]([F:27])([F:26])[F:25])=[O:18])=[CH:14][N:13]=2)=[C:8]([CH3:21])[O:7][N:6]=1)[CH2:2][CH2:3][CH3:4]. The yield is 0.670. (2) The reactants are [CH3:1][C:2]1[CH:7]=[C:6]([NH:8][C:9]([C:11]2[N:12]=[C:13]([CH3:17])[S:14][C:15]=2[NH2:16])=[O:10])[CH:5]=[CH:4][N:3]=1.[CH:18]1([CH:21]=O)[CH2:20][CH2:19]1.C(O)C.C([BH3-])#N.[Na+]. The catalyst is O. The product is [CH3:1][C:2]1[CH:7]=[C:6]([NH:8][C:9]([C:11]2[N:12]=[C:13]([CH3:17])[S:14][C:15]=2[NH:16][CH2:21][CH:18]2[CH2:20][CH2:19]2)=[O:10])[CH:5]=[CH:4][N:3]=1. The yield is 0.450.